Dataset: Full USPTO retrosynthesis dataset with 1.9M reactions from patents (1976-2016). Task: Predict the reactants needed to synthesize the given product. Given the product [C:15]([O:14][C:13]([NH:12][C@H:4]([C@@H:2]1[O:1][C:3](=[O:33])[CH:21]([C:22]([O:24][CH2:25][CH3:26])=[O:23])[CH2:20]1)[CH2:5][C:6]1[CH:7]=[CH:8][CH:9]=[CH:10][CH:11]=1)=[O:19])([CH3:16])([CH3:17])[CH3:18], predict the reactants needed to synthesize it. The reactants are: [O:1]1[CH2:3][C@@H:2]1[C@@H:4]([NH:12][C:13](=[O:19])[O:14][C:15]([CH3:18])([CH3:17])[CH3:16])[CH2:5][C:6]1[CH:11]=[CH:10][CH:9]=[CH:8][CH:7]=1.[C:20](OCC)(=O)[CH2:21][C:22]([O:24][CH2:25][CH3:26])=[O:23].CC[O-:33].[Na+].